From a dataset of Peptide-MHC class I binding affinity with 185,985 pairs from IEDB/IMGT. Regression. Given a peptide amino acid sequence and an MHC pseudo amino acid sequence, predict their binding affinity value. This is MHC class I binding data. (1) The peptide sequence is RTIILVGYM. The MHC is HLA-A02:01 with pseudo-sequence HLA-A02:01. The binding affinity (normalized) is 0.140. (2) The peptide sequence is FVMCLEAKT. The MHC is HLA-A33:01 with pseudo-sequence HLA-A33:01. The binding affinity (normalized) is 0.321.